Dataset: NCI-60 drug combinations with 297,098 pairs across 59 cell lines. Task: Regression. Given two drug SMILES strings and cell line genomic features, predict the synergy score measuring deviation from expected non-interaction effect. (1) Drug 1: C1CN1P(=S)(N2CC2)N3CC3. Drug 2: CC1=C(N=C(N=C1N)C(CC(=O)N)NCC(C(=O)N)N)C(=O)NC(C(C2=CN=CN2)OC3C(C(C(C(O3)CO)O)O)OC4C(C(C(C(O4)CO)O)OC(=O)N)O)C(=O)NC(C)C(C(C)C(=O)NC(C(C)O)C(=O)NCCC5=NC(=CS5)C6=NC(=CS6)C(=O)NCCC[S+](C)C)O. Cell line: MDA-MB-435. Synergy scores: CSS=6.00, Synergy_ZIP=-2.85, Synergy_Bliss=-2.79, Synergy_Loewe=-0.565, Synergy_HSA=-0.738. (2) Drug 1: CC(CN1CC(=O)NC(=O)C1)N2CC(=O)NC(=O)C2. Drug 2: C1=CC(=CC=C1CCCC(=O)O)N(CCCl)CCCl. Cell line: NCIH23. Synergy scores: CSS=44.7, Synergy_ZIP=-7.57, Synergy_Bliss=-6.21, Synergy_Loewe=-16.5, Synergy_HSA=-2.84.